Dataset: Forward reaction prediction with 1.9M reactions from USPTO patents (1976-2016). Task: Predict the product of the given reaction. (1) Given the reactants O.ON1C2C=CC=CC=2N=N1.C([NH:19][C@H:20]([C:24]([OH:26])=O)[C@@H:21]([CH3:23])[OH:22])(OC(C)(C)C)=O.CN1CCOCC1.[CH2:34]([NH2:46])[CH2:35][CH2:36][CH2:37][CH2:38][CH2:39][CH2:40][CH2:41][CH2:42][CH2:43][CH2:44][CH3:45], predict the reaction product. The product is: [NH2:19][C@@H:20]([C@H:21]([OH:22])[CH3:23])[C:24]([NH:46][CH2:34][CH2:35][CH2:36][CH2:37][CH2:38][CH2:39][CH2:40][CH2:41][CH2:42][CH2:43][CH2:44][CH3:45])=[O:26]. (2) Given the reactants [Cl:1][C:2]1[CH:3]=[C:4]([CH:6]=[CH:7][C:8]=1[O:9][CH3:10])[NH2:5].C(O[CH:14]=[C:15]([C:21]([O:23][CH2:24][CH3:25])=[O:22])[C:16]([O:18][CH2:19][CH3:20])=[O:17])C, predict the reaction product. The product is: [Cl:1][C:2]1[CH:3]=[C:4]([NH:5][CH:14]=[C:15]([C:16]([O:18][CH2:19][CH3:20])=[O:17])[C:21]([O:23][CH2:24][CH3:25])=[O:22])[CH:6]=[CH:7][C:8]=1[O:9][CH3:10]. (3) Given the reactants [Br:1][C:2]1[CH:3]=[C:4]([NH2:9])[CH:5]=[CH:6][C:7]=1[CH3:8].[CH2:10]([O:12][CH:13]([O:16][CH2:17][CH3:18])[CH2:14]Br)[CH3:11].C(N(CC)CC)C.C(O)C, predict the reaction product. The product is: [Br:1][C:2]1[CH:3]=[C:4]([NH:9][CH2:14][CH:13]([O:16][CH2:17][CH3:18])[O:12][CH2:10][CH3:11])[CH:5]=[CH:6][C:7]=1[CH3:8].